From a dataset of Reaction yield outcomes from USPTO patents with 853,638 reactions. Predict the reaction yield, written as a fraction of the theoretical maximum amount of product (1.0 means a 100% yield; for example, 0.34 means a 34% yield). (1) The reactants are [CH2:1]([C:4]1[S:31][C:7]2[N:8]=[C:9]([N:25]3[CH2:29][CH2:28][C@H:27]([NH2:30])[CH2:26]3)[N:10]=[C:11]([N:12]3[CH2:17][CH2:16][N:15]4[C:18]([C:21]([F:24])([F:23])[F:22])=[N:19][N:20]=[C:14]4[CH2:13]3)[C:6]=2[CH:5]=1)[CH2:2][CH3:3].[OH:32][C:33]([CH3:38])([CH3:37])[C:34](O)=[O:35].CN(C(ON1N=NC2C=CC=NC1=2)=[N+](C)C)C.F[P-](F)(F)(F)(F)F.C(N(C(C)C)CC)(C)C. The catalyst is CN(C)C=O. The product is [OH:32][C:33]([CH3:38])([CH3:37])[C:34]([NH:30][C@H:27]1[CH2:28][CH2:29][N:25]([C:9]2[N:10]=[C:11]([N:12]3[CH2:17][CH2:16][N:15]4[C:18]([C:21]([F:22])([F:23])[F:24])=[N:19][N:20]=[C:14]4[CH2:13]3)[C:6]3[CH:5]=[C:4]([CH2:1][CH2:2][CH3:3])[S:31][C:7]=3[N:8]=2)[CH2:26]1)=[O:35]. The yield is 0.760. (2) The reactants are [CH3:1][O:2][C:3]1[CH:4]=[CH:5][C:6]2[C:10]([O:11][C:12]3[CH:17]=[CH:16][C:15](/[CH:18]=[CH:19]/[C:20]([O:22][CH3:23])=[O:21])=[CH:14][CH:13]=3)=[CH:9][S:8][C:7]=2[CH:24]=1.[Br:25]N1C(=O)CCC1=O. The catalyst is C1COCC1. The product is [Br:25][C:9]1[S:8][C:7]2[CH:24]=[C:3]([O:2][CH3:1])[CH:4]=[CH:5][C:6]=2[C:10]=1[O:11][C:12]1[CH:17]=[CH:16][C:15](/[CH:18]=[CH:19]/[C:20]([O:22][CH3:23])=[O:21])=[CH:14][CH:13]=1. The yield is 0.930. (3) The reactants are [CH3:1][O:2][C:3]([C:5]1[CH:13]=[CH:12][C:8]([C:9]([OH:11])=O)=[C:7]([N+:14]([O-:16])=[O:15])[CH:6]=1)=[O:4].S(Cl)(Cl)=O.[F:21][C:22]1[CH:23]=[C:24]([CH:36]=[C:37]([F:39])[CH:38]=1)[CH2:25][C:26]1[CH:27]=[C:28]2[C:32](=[CH:33][CH:34]=1)[NH:31][N:30]=[C:29]2[NH2:35]. The catalyst is C1COCC1.N1C=CC=CC=1. The product is [F:21][C:22]1[CH:23]=[C:24]([CH:36]=[C:37]([F:39])[CH:38]=1)[CH2:25][C:26]1[CH:27]=[C:28]2[C:32](=[CH:33][CH:34]=1)[NH:31][N:30]=[C:29]2[NH:35][C:9]([C:8]1[CH:12]=[CH:13][C:5]([C:3]([O:2][CH3:1])=[O:4])=[CH:6][C:7]=1[N+:14]([O-:16])=[O:15])=[O:11]. The yield is 0.650. (4) The reactants are [CH:1]1([C:4]2[N:5]=[C:6]3[C:12]([C:13]([NH:15][CH:16]([CH3:21])[CH2:17][C:18](O)=[O:19])=[O:14])=[CH:11][N:10]([CH2:22][O:23][CH2:24][CH2:25][Si:26]([CH3:29])([CH3:28])[CH3:27])[C:7]3=[N:8][CH:9]=2)[CH2:3][CH2:2]1.C(Cl)CCl.Cl.[CH2:35]([NH2:37])[CH3:36]. The catalyst is C(Cl)Cl.CN(C)C1C=CN=CC=1.O. The product is [CH2:35]([NH:37][C:18]([CH2:17][CH:16]([NH:15][C:13]([C:12]1[C:6]2[C:7](=[N:8][CH:9]=[C:4]([CH:1]3[CH2:3][CH2:2]3)[N:5]=2)[N:10]([CH2:22][O:23][CH2:24][CH2:25][Si:26]([CH3:29])([CH3:27])[CH3:28])[CH:11]=1)=[O:14])[CH3:21])=[O:19])[CH3:36]. The yield is 0.780. (5) The reactants are Br[C:2]1[CH:7]=[CH:6][C:5]([Br:8])=[CH:4][CH:3]=1.[Li]CCCC.[N:14]1[CH:19]=[CH:18][CH:17]=[N:16][C:15]=1[N:20]1[CH2:25][CH2:24][C:23](=[O:26])[CH2:22][CH2:21]1. The catalyst is C1COCC1. The product is [Br:8][C:5]1[CH:6]=[CH:7][C:2]([C:23]2([OH:26])[CH2:22][CH2:21][N:20]([C:15]3[N:16]=[CH:17][CH:18]=[CH:19][N:14]=3)[CH2:25][CH2:24]2)=[CH:3][CH:4]=1. The yield is 0.930. (6) The reactants are [H-].[Na+].[CH3:3][C:4]1([CH3:11])[CH2:9][CH2:8][CH2:7][C:6](=[O:10])[CH2:5]1.[CH:12](OCC)=[O:13].C(O)C. The yield is 0.900. The product is [OH:13]/[CH:12]=[C:7]1\[C:6](=[O:10])[CH2:5][C:4]([CH3:11])([CH3:3])[CH2:9][CH2:8]\1. The catalyst is C(OCC)C.C(O)C. (7) The reactants are [OH:1][C:2]1[CH:3]=[C:4]([CH:9]=[CH:10][C:11]=1[C:12]#[C:13][Si](C)(C)C)[C:5]([O:7]C)=[O:6].C.CO.[OH-].[Na+]. The catalyst is CCO.CCN(CC)CC.[Cu]I. The product is [O:1]1[C:2]2[CH:3]=[C:4]([C:5]([OH:7])=[O:6])[CH:9]=[CH:10][C:11]=2[CH:12]=[CH:13]1. The yield is 0.930. (8) The reactants are C([O:3][C:4](=[O:24])[CH2:5][CH2:6][CH2:7][CH2:8][C:9]1[CH:13]=[C:12]([C:14]2[CH:19]=[CH:18][CH:17]=[CH:16][C:15]=2[NH:20][C:21](=[O:23])[CH3:22])[O:11][N:10]=1)C. The catalyst is Cl. The product is [C:21]([NH:20][C:15]1[CH:16]=[CH:17][CH:18]=[CH:19][C:14]=1[C:12]1[O:11][N:10]=[C:9]([CH2:8][CH2:7][CH2:6][CH2:5][C:4]([OH:24])=[O:3])[CH:13]=1)(=[O:23])[CH3:22]. The yield is 0.960.